Dataset: Full USPTO retrosynthesis dataset with 1.9M reactions from patents (1976-2016). Task: Predict the reactants needed to synthesize the given product. (1) Given the product [C:18]([O:22][C:23](=[O:35])[NH:24][C:25]1[CH:30]=[C:29]([CH3:31])[C:28]([CH2:32][NH:33][C:13]([C:11]2[CH:10]=[N:9][N:8]([CH2:7][C:6]3[CH:5]=[CH:4][C:3]([CH2:2][OH:1])=[CH:17][CH:16]=3)[CH:12]=2)=[O:15])=[C:27]([CH3:34])[N:26]=1)([CH3:21])([CH3:20])[CH3:19], predict the reactants needed to synthesize it. The reactants are: [OH:1][CH2:2][C:3]1[CH:17]=[CH:16][C:6]([CH2:7][N:8]2[CH:12]=[C:11]([C:13]([OH:15])=O)[CH:10]=[N:9]2)=[CH:5][CH:4]=1.[C:18]([O:22][C:23](=[O:35])[NH:24][C:25]1[CH:30]=[C:29]([CH3:31])[C:28]([CH2:32][NH2:33])=[C:27]([CH3:34])[N:26]=1)([CH3:21])([CH3:20])[CH3:19].CN(C(ON1N=NC2C=CC=NC1=2)=[N+](C)C)C.F[P-](F)(F)(F)(F)F.CCN(C(C)C)C(C)C. (2) Given the product [F:1][C:2]1[CH:3]=[N:4][C:5]2[C:10]([C:11]=1[CH2:12][CH2:13][CH:14]=[O:15])=[N:9][C:8]([O:16][CH3:17])=[CH:7][CH:6]=2, predict the reactants needed to synthesize it. The reactants are: [F:1][C:2]1[CH:3]=[N:4][C:5]2[C:10]([C:11]=1[CH2:12][CH2:13][CH2:14][OH:15])=[N:9][C:8]([O:16][CH3:17])=[CH:7][CH:6]=2.CC(OI1(OC(C)=O)(OC(C)=O)OC(=O)C2C=CC=CC1=2)=O.C(OCC)C.[OH-].[Na+].